Dataset: NCI-60 drug combinations with 297,098 pairs across 59 cell lines. Task: Regression. Given two drug SMILES strings and cell line genomic features, predict the synergy score measuring deviation from expected non-interaction effect. (1) Drug 1: C(CC(=O)O)C(=O)CN.Cl. Drug 2: B(C(CC(C)C)NC(=O)C(CC1=CC=CC=C1)NC(=O)C2=NC=CN=C2)(O)O. Cell line: KM12. Synergy scores: CSS=76.0, Synergy_ZIP=1.24, Synergy_Bliss=1.27, Synergy_Loewe=2.50, Synergy_HSA=3.39. (2) Synergy scores: CSS=36.0, Synergy_ZIP=-13.7, Synergy_Bliss=-16.1, Synergy_Loewe=-14.8, Synergy_HSA=-11.8. Cell line: HT29. Drug 1: CC(CN1CC(=O)NC(=O)C1)N2CC(=O)NC(=O)C2. Drug 2: CC1=C2C(C(=O)C3(C(CC4C(C3C(C(C2(C)C)(CC1OC(=O)C(C(C5=CC=CC=C5)NC(=O)C6=CC=CC=C6)O)O)OC(=O)C7=CC=CC=C7)(CO4)OC(=O)C)O)C)OC(=O)C. (3) Drug 2: CC1=C2C(C(=O)C3(C(CC4C(C3C(C(C2(C)C)(CC1OC(=O)C(C(C5=CC=CC=C5)NC(=O)OC(C)(C)C)O)O)OC(=O)C6=CC=CC=C6)(CO4)OC(=O)C)OC)C)OC. Cell line: SK-MEL-28. Drug 1: CC12CCC(CC1=CCC3C2CCC4(C3CC=C4C5=CN=CC=C5)C)O. Synergy scores: CSS=42.0, Synergy_ZIP=9.97, Synergy_Bliss=9.92, Synergy_Loewe=-1.48, Synergy_HSA=9.82. (4) Drug 1: CC12CCC3C(C1CCC2=O)CC(=C)C4=CC(=O)C=CC34C. Drug 2: CN(C)C1=NC(=NC(=N1)N(C)C)N(C)C. Cell line: SK-MEL-2. Synergy scores: CSS=17.8, Synergy_ZIP=-0.0982, Synergy_Bliss=0.419, Synergy_Loewe=-36.2, Synergy_HSA=-2.04. (5) Synergy scores: CSS=22.2, Synergy_ZIP=-9.33, Synergy_Bliss=-1.10, Synergy_Loewe=-2.10, Synergy_HSA=-0.785. Drug 1: CCN(CC)CCNC(=O)C1=C(NC(=C1C)C=C2C3=C(C=CC(=C3)F)NC2=O)C. Cell line: MCF7. Drug 2: N.N.Cl[Pt+2]Cl. (6) Drug 1: C1CCC(C1)C(CC#N)N2C=C(C=N2)C3=C4C=CNC4=NC=N3. Drug 2: C1=CC(=CC=C1CCC2=CNC3=C2C(=O)NC(=N3)N)C(=O)NC(CCC(=O)O)C(=O)O. Cell line: OVCAR-5. Synergy scores: CSS=18.3, Synergy_ZIP=-3.62, Synergy_Bliss=1.39, Synergy_Loewe=-21.4, Synergy_HSA=-2.27.